Task: Predict which catalyst facilitates the given reaction.. Dataset: Catalyst prediction with 721,799 reactions and 888 catalyst types from USPTO Reactant: [NH2:1][C:2]1[CH:7]=[C:6]([Cl:8])[CH:5]=[CH:4][C:3]=1[OH:9].C([O-])([O-])=O.[K+].[K+].[CH2:16](Br)[CH:17]=[CH2:18]. Product: [CH2:18]([O:9][C:3]1[CH:4]=[CH:5][C:6]([Cl:8])=[CH:7][C:2]=1[NH2:1])[CH:17]=[CH2:16]. The catalyst class is: 21.